Dataset: Peptide-MHC class II binding affinity with 134,281 pairs from IEDB. Task: Regression. Given a peptide amino acid sequence and an MHC pseudo amino acid sequence, predict their binding affinity value. This is MHC class II binding data. (1) The peptide sequence is EICEVVLAKSPDTTC. The MHC is DRB1_1302 with pseudo-sequence DRB1_1302. The binding affinity (normalized) is 0.433. (2) The peptide sequence is KLKIQNVIIDECYGA. The MHC is DRB4_0101 with pseudo-sequence DRB4_0103. The binding affinity (normalized) is 0.576.